This data is from CYP2D6 inhibition data for predicting drug metabolism from PubChem BioAssay. The task is: Regression/Classification. Given a drug SMILES string, predict its absorption, distribution, metabolism, or excretion properties. Task type varies by dataset: regression for continuous measurements (e.g., permeability, clearance, half-life) or binary classification for categorical outcomes (e.g., BBB penetration, CYP inhibition). Dataset: cyp2d6_veith. (1) The compound is O=c1c(CCc2ccccc2)nc2cnc(N3CCOCC3)nc2n1C1CC1. The result is 0 (non-inhibitor). (2) The drug is CCOC(=O)c1c(C)nc2sc3c(=O)n(-c4ccc(C)cc4)cnc3c2c1-c1ccc(OC)cc1. The result is 0 (non-inhibitor). (3) The compound is Cc1oc2c(O)c(O)ccc2c(=O)c1-c1cnn(-c2ccccc2)c1. The result is 0 (non-inhibitor). (4) The result is 0 (non-inhibitor). The compound is O=C(Nc1ccc2nc(SCc3ccc(Cl)cc3)sc2c1)c1ccccc1C(=O)N1CCOCC1. (5) The drug is Cc1ccc2nc(Nc3nc(-c4ccccc4)cc(=O)[nH]3)nc(C)c2c1. The result is 0 (non-inhibitor). (6) The compound is O=C(NCCc1ccccc1)C(=O)NCC1(c2ccccc2)CCCC1. The result is 0 (non-inhibitor). (7) The molecule is COCC(=O)N1CCC2(CCCN(Cc3cc(C(F)(F)F)cc(C(F)(F)F)c3)C2)CC1. The result is 0 (non-inhibitor).